This data is from Forward reaction prediction with 1.9M reactions from USPTO patents (1976-2016). The task is: Predict the product of the given reaction. (1) Given the reactants Br[C:2]1[CH:18]=[CH:17][C:5]([O:6][CH:7]([CH3:16])[CH2:8][NH:9][S:10]([CH:13]([CH3:15])[CH3:14])(=[O:12])=[O:11])=[CH:4][CH:3]=1.O.[NH2:20][C:21]1[CH:22]=[C:23](B(O)O)[CH:24]=[CH:25][CH:26]=1.C(=O)([O-])[O-].[Na+].[Na+], predict the reaction product. The product is: [NH2:20][C:21]1[CH:26]=[C:25]([C:2]2[CH:18]=[CH:17][C:5]([O:6][CH:7]([CH3:16])[CH2:8][NH:9][S:10]([CH:13]([CH3:15])[CH3:14])(=[O:12])=[O:11])=[CH:4][CH:3]=2)[CH:24]=[CH:23][CH:22]=1. (2) Given the reactants Br[C:2]1[CH:7]=[CH:6][CH:5]=[CH:4][C:3]=1[O:8][CH3:9].[NH:10]1[CH2:16][CH2:15][CH2:14][NH:13][CH2:12][CH2:11]1.C1C=CC(P(C2C(C3C(P(C4C=CC=CC=4)C4C=CC=CC=4)=CC=C4C=3C=CC=C4)=C3C(C=CC=C3)=CC=2)C2C=CC=CC=2)=CC=1.C1CCN2C(=NCCC2)CC1.CC([O-])(C)C.[Na+].[CH3:80][C:81]([O:84][C:85](O[C:85]([O:84][C:81]([CH3:83])([CH3:82])[CH3:80])=[O:86])=[O:86])([CH3:83])[CH3:82], predict the reaction product. The product is: [CH3:9][O:8][C:3]1[CH:4]=[CH:5][CH:6]=[CH:7][C:2]=1[N:10]1[CH2:16][CH2:15][CH2:14][N:13]([C:85]([O:84][C:81]([CH3:83])([CH3:82])[CH3:80])=[O:86])[CH2:12][CH2:11]1. (3) The product is: [NH2:8][C:3]1[CH:4]=[N:5][N:6]([CH3:7])[C:2]=1[N:17]1[CH2:16][CH2:15][N:14]([C:18]([O:20][C:21]([CH3:24])([CH3:23])[CH3:22])=[O:19])[CH2:13][C@@H:12]1[CH3:11]. Given the reactants Cl[C:2]1[N:6]([CH3:7])[N:5]=[CH:4][C:3]=1[N+:8]([O-])=O.[CH3:11][C@@H:12]1[NH:17][CH2:16][CH2:15][N:14]([C:18]([O:20][C:21]([CH3:24])([CH3:23])[CH3:22])=[O:19])[CH2:13]1, predict the reaction product.